Dataset: Reaction yield outcomes from USPTO patents with 853,638 reactions. Task: Predict the reaction yield, written as a fraction of the theoretical maximum amount of product (1.0 means a 100% yield; for example, 0.34 means a 34% yield). (1) The reactants are [Cl:1][C:2]1[CH:32]=[CH:31][CH:30]=[C:29]([Cl:33])[C:3]=1[C:4]([NH:6][C@H:7]([C:26]([OH:28])=[O:27])[CH2:8][C:9]1[CH:14]=[CH:13][C:12]([O:15][CH2:16][CH2:17][CH2:18][NH:19][C:20]2[CH:25]=[CH:24][CH:23]=[CH:22][N:21]=2)=[CH:11][CH:10]=1)=[O:5].[CH2:34]([N:36]([CH2:40][CH3:41])[CH2:37][CH2:38]O)[CH3:35].C1C=CC(P(C2C=CC=CC=2)C2C=CC=CC=2)=CC=1. No catalyst specified. The product is [Cl:1][C:2]1[CH:32]=[CH:31][CH:30]=[C:29]([Cl:33])[C:3]=1[C:4]([NH:6][C@H:7]([C:26]([O:28][CH2:35][CH2:34][N:36]([CH2:40][CH3:41])[CH2:37][CH3:38])=[O:27])[CH2:8][C:9]1[CH:14]=[CH:13][C:12]([O:15][CH2:16][CH2:17][CH2:18][NH:19][C:20]2[CH:25]=[CH:24][CH:23]=[CH:22][N:21]=2)=[CH:11][CH:10]=1)=[O:5]. The yield is 0.330. (2) The catalyst is [Cu-]=O.C(#N)C. The yield is 0.310. The reactants are [Cl:1][C:2]1[C:21]([CH3:22])=[CH:20][C:5]2[NH:6][C:7]([N:9]3[CH2:14][CH2:13][CH:12]([C:15]([O:17][CH2:18][CH3:19])=[O:16])[CH2:11][CH2:10]3)=[N:8][C:4]=2[CH:3]=1.C(=O)([O-])[O-].[Cs+].[Cs+].Br[C:30]1[CH:35]=[CH:34][CH:33]=[C:32]([C:36]([F:39])([F:38])[F:37])[N:31]=1.OC1C=CC=C2C=1N=CC=C2. The product is [Cl:1][C:2]1[C:21]([CH3:22])=[CH:20][C:5]2[N:6]([C:30]3[CH:35]=[CH:34][CH:33]=[C:32]([C:36]([F:39])([F:38])[F:37])[N:31]=3)[C:7]([N:9]3[CH2:14][CH2:13][CH:12]([C:15]([O:17][CH2:18][CH3:19])=[O:16])[CH2:11][CH2:10]3)=[N:8][C:4]=2[CH:3]=1.[Cl:1][C:2]1[C:21]([CH3:22])=[CH:20][C:5]2[N:6]=[C:7]([N:9]3[CH2:14][CH2:13][CH:12]([C:15]([O:17][CH2:18][CH3:19])=[O:16])[CH2:11][CH2:10]3)[N:8]([C:30]3[CH:35]=[CH:34][CH:33]=[C:32]([C:36]([F:39])([F:38])[F:37])[N:31]=3)[C:4]=2[CH:3]=1. (3) The reactants are [O:1]1[C:9]2[C:4](=[N:5][CH:6]=[CH:7][CH:8]=2)[CH:3]=[CH:2]1.C1C=C(Cl)C=C(C(OO)=[O:18])C=1. The catalyst is C(Cl)(Cl)Cl. The product is [O:1]1[C:9]2[C:4](=[N+:5]([O-:18])[CH:6]=[CH:7][CH:8]=2)[CH:3]=[CH:2]1. The yield is 0.880. (4) The reactants are [CH3:1][O:2][C:3]1[CH:8]=[CH:7][C:6]([CH:9]2[C:17]3[C:12](=[CH:13][CH:14]=[CH:15][CH:16]=3)[C:11]([C:18]3[CH:23]=[CH:22][CH:21]=[CH:20][CH:19]=3)=[C:10]2[C:24]([O:26]CC)=[O:25])=[CH:5][CH:4]=1.C([SiH](CC)CC)C.B(F)(F)F.CCOCC.Cl. The catalyst is C(Cl)Cl. The product is [CH3:1][O:2][C:3]1[CH:8]=[CH:7][C:6]([CH:9]2[C:17]3[C:12](=[CH:13][CH:14]=[CH:15][CH:16]=3)[CH:11]([C:18]3[CH:19]=[CH:20][CH:21]=[CH:22][CH:23]=3)[CH:10]2[C:24]([OH:26])=[O:25])=[CH:5][CH:4]=1. The yield is 0.950.